This data is from Forward reaction prediction with 1.9M reactions from USPTO patents (1976-2016). The task is: Predict the product of the given reaction. (1) Given the reactants [NH2:1][C:2]1[CH:3]=[C:4]([CH:7]=[C:8]([NH2:10])[CH:9]=1)[C:5]#[N:6].Cl.Cl[CH2:13][CH2:14][N:15]1[CH2:20][CH2:19][CH2:18][CH2:17][CH2:16]1.CCN(C(C)C)C(C)C, predict the reaction product. The product is: [NH2:1][C:2]1[CH:3]=[C:4]([CH:7]=[C:8]([NH:10][CH2:13][CH2:14][N:15]2[CH2:20][CH2:19][CH2:18][CH2:17][CH2:16]2)[CH:9]=1)[C:5]#[N:6]. (2) The product is: [N:53]1[CH:58]=[CH:57][C:56]([CH2:59][O:23][C:22]([C:21]2[N:12]([N:11]([C:9]([O:8][CH2:1][C:2]3[CH:7]=[CH:6][CH:5]=[CH:4][CH:3]=3)=[O:10])[CH3:33])[C:13](=[O:32])[C:14]3[C:19]([C:20]=2[C:25]2[CH:30]=[CH:29][CH:28]=[CH:27][CH:26]=2)=[CH:18][C:17]([Cl:31])=[CH:16][CH:15]=3)=[O:24])=[CH:55][CH:54]=1. Given the reactants [CH2:1]([O:8][C:9]([N:11]([CH3:33])[N:12]1[C:21]([C:22]([OH:24])=[O:23])=[C:20]([C:25]2[CH:30]=[CH:29][CH:28]=[CH:27][CH:26]=2)[C:19]2[C:14](=[CH:15][CH:16]=[C:17]([Cl:31])[CH:18]=2)[C:13]1=[O:32])=[O:10])[C:2]1[CH:7]=[CH:6][CH:5]=[CH:4][CH:3]=1.C1(P(C2C=CC=CC=2)C2C=CC=CC=2)C=CC=CC=1.[N:53]1[CH:58]=[CH:57][C:56]([CH2:59]O)=[CH:55][CH:54]=1.C1(C)C=CC=CC=1.N(C(OCC)=O)=NC(OCC)=O, predict the reaction product. (3) Given the reactants [F:1][C:2]1[CH:3]=[N:4][C:5]([C@@H:8]([NH:10]S([C@H](C)CC)=O)[CH3:9])=[N:6][CH:7]=1.[ClH:17], predict the reaction product. The product is: [ClH:17].[F:1][C:2]1[CH:3]=[N:4][C:5]([C@@H:8]([NH2:10])[CH3:9])=[N:6][CH:7]=1. (4) Given the reactants [CH2:1]([N:8]1[C:12]2[CH:13]=[CH:14][C:15]3[N:16]([C:17]([CH3:20])=[N:18][N:19]=3)[C:11]=2[CH:10]=[C:9]1[C:21]1[NH:25][N:24]=[CH:23][CH:22]=1)[C:2]1[CH:7]=[CH:6][CH:5]=[CH:4][CH:3]=1.Cl.Cl[CH2:28][CH2:29][N:30]1[CH2:35][CH2:34][O:33][CH2:32][CH2:31]1.C([O-])([O-])=O.[Cs+].[Cs+], predict the reaction product. The product is: [CH2:1]([N:8]1[C:12]2[CH:13]=[CH:14][C:15]3[N:16]([C:17]([CH3:20])=[N:18][N:19]=3)[C:11]=2[CH:10]=[C:9]1[C:21]1[CH:22]=[CH:23][N:24]([CH2:28][CH2:29][N:30]2[CH2:35][CH2:34][O:33][CH2:32][CH2:31]2)[N:25]=1)[C:2]1[CH:3]=[CH:4][CH:5]=[CH:6][CH:7]=1. (5) Given the reactants Cl[C:2]1[N:7]=[C:6]([NH:8][C:9]2[N:14]=[CH:13][C:12]3[N:15]=[C:16]([CH3:21])[N:17]([CH:18]([CH3:20])[CH3:19])[C:11]=3[CH:10]=2)[CH:5]=[CH:4][N:3]=1.[N:22]1([CH2:31][CH2:32][OH:33])[C:30]2[CH2:29]CN[CH2:26][C:25]=2[CH:24]=[N:23]1.[CH:34]([N:37](CC)C(C)C)(C)C, predict the reaction product. The product is: [CH:18]([N:17]1[C:11]2[CH:10]=[C:9]([NH:8][C:6]3[CH:5]=[CH:4][N:3]=[C:2]([N:37]4[CH2:34][CH2:26][C:25]5[CH:24]=[N:23][N:22]([CH2:31][CH2:32][OH:33])[C:30]=5[CH2:29]4)[N:7]=3)[N:14]=[CH:13][C:12]=2[N:15]=[C:16]1[CH3:21])([CH3:20])[CH3:19]. (6) The product is: [ClH:30].[CH3:21][N:19]([CH3:20])[C:18](=[O:28])[C@@H:17]([NH:2][CH3:6])[CH3:16]. Given the reactants O[N:2]1[C:6]2C=CC=CC=2N=N1.CCN=C=N[CH2:16][CH2:17][CH2:18][N:19]([CH3:21])[CH3:20].CNC.C1C[O:28]CC1.[ClH:30].O1CCOCC1, predict the reaction product. (7) The product is: [N:22]1([CH2:21][CH2:20][N:18]([CH3:19])[C:16](=[O:17])[C:15]2[CH:36]=[CH:37][CH:38]=[C:13]([C:11]([NH:10][C:7]3[CH:8]=[CH:9][C:4]([N:3]([CH2:1][CH3:2])[CH2:58][CH3:59])=[CH:5][C:6]=3[C:39]3[CH:44]=[C:43]([C:45](=[O:57])[NH:46][C@@H:47]4[C:56]5[C:51](=[CH:52][CH:53]=[CH:54][CH:55]=5)[CH2:50][CH2:49][CH2:48]4)[CH:42]=[CH:41][N:40]=3)=[O:12])[CH:14]=2)[CH2:28][CH2:27][CH2:26][NH:25][CH2:24][CH2:23]1. Given the reactants [CH2:1]([N:3]([CH2:58][CH3:59])[C:4]1[CH:9]=[CH:8][C:7]([NH:10][C:11]([C:13]2[CH:14]=[C:15]([CH:36]=[CH:37][CH:38]=2)[C:16]([N:18]([CH2:20][CH2:21][N:22]2[CH2:28][CH2:27][CH2:26][N:25](C(OC(C)(C)C)=O)[CH2:24][CH2:23]2)[CH3:19])=[O:17])=[O:12])=[C:6]([C:39]2[CH:44]=[C:43]([C:45](=[O:57])[NH:46][C@@H:47]3[C:56]4[C:51](=[CH:52][CH:53]=[CH:54][CH:55]=4)[CH2:50][CH2:49][CH2:48]3)[CH:42]=[CH:41][N:40]=2)[CH:5]=1)[CH3:2].Cl, predict the reaction product. (8) Given the reactants [Cl-].[NH4+:2].[Br:3][C:4]1[CH:9]=[CH:8][CH:7]=[CH:6][C:5]=1[O:10][CH3:11], predict the reaction product. The product is: [Br:3][C:4]1[CH:9]=[CH:8][C:7]([NH2:2])=[CH:6][C:5]=1[O:10][CH3:11]. (9) Given the reactants CC(OI1(OC(C)=O)(OC(C)=O)OC(=O)C2C=CC=CC1=2)=O.[Br:23][C:24]1[CH:29]=[CH:28][C:27]([NH:30][C:31]2[C:39]([CH:40]([OH:46])[CH2:41][O:42][CH2:43][O:44][CH3:45])=[C:38]3[N:34]([CH2:35][CH2:36][CH2:37]3)[C:33](=[O:47])[C:32]=2[F:48])=[C:26]([F:49])[CH:25]=1.C([O-])(O)=O.[Na+].S([O-])([O-])(=O)=S.[Na+].[Na+], predict the reaction product. The product is: [Br:23][C:24]1[CH:29]=[CH:28][C:27]([NH:30][C:31]2[C:39]([C:40](=[O:46])[CH2:41][O:42][CH2:43][O:44][CH3:45])=[C:38]3[N:34]([CH2:35][CH2:36][CH2:37]3)[C:33](=[O:47])[C:32]=2[F:48])=[C:26]([F:49])[CH:25]=1.